Dataset: Catalyst prediction with 721,799 reactions and 888 catalyst types from USPTO. Task: Predict which catalyst facilitates the given reaction. (1) The catalyst class is: 10. Reactant: O.[NH2:2]N.C[CH2:5][N:6]([CH:10]([CH3:12])[CH3:11])[CH:7](C)C.O.O.O.[Cl-].[CH3:17][C:18]1[SH+:19][CH:20]=[CH:21][CH:22]=[CH:23][CH:24]=[CH:25][CH:26]=1.O.NN.[C:30]([O:33]C(=O)C)(=O)[CH3:31].C[CH2:38][N:39]([CH:43](C)C)C(C)C. Product: [CH3:38][N:39]([CH3:43])[C:25]1[CH:24]=[CH:23][C:17]2[N:2]([C:30](=[O:33])[CH3:31])[C:21]3[C:20]([S:19][C:18]=2[CH:26]=1)=[CH:12][C:10]([N:6]([CH3:5])[CH3:7])=[CH:11][CH:22]=3. (2) Reactant: [CH2:1]([NH2:4])[CH:2]=[CH2:3].Cl.[CH2:6]([N:13]1[C@H:17]([CH2:18]Cl)[CH2:16][CH2:15][C@@H:14]1[CH2:20]Cl)[C:7]1[CH:12]=[CH:11][CH:10]=[CH:9][CH:8]=1.[Na+].[I-].C([O-])(O)=O.[Na+]. Product: [CH2:6]([N:13]1[CH:17]2[CH2:16][CH2:15][CH:14]1[CH2:20][N:4]([CH2:1][CH:2]=[CH2:3])[CH2:18]2)[C:7]1[CH:12]=[CH:11][CH:10]=[CH:9][CH:8]=1. The catalyst class is: 10. (3) The catalyst class is: 1. Product: [CH3:1][O:2][C:3]1[C:4]([C:9]([F:10])([F:11])[F:12])=[CH:5][CH:6]=[CH:7][C:8]=1[B:22]([OH:23])[OH:21]. Reactant: [CH3:1][O:2][C:3]1[CH:8]=[CH:7][CH:6]=[CH:5][C:4]=1[C:9]([F:12])([F:11])[F:10].[Li]CCCC.CC([O:21][B:22](OC(C)C)[O:23]C(C)C)C.Cl.COC1C(C(F)(F)F)=C(B(O)O)C=CC=1. (4) Reactant: [CH3:1][C:2]1[CH:7]=[C:6]([O:8][CH2:9][CH2:10][CH2:11][S:12]([CH3:15])(=[O:14])=[O:13])[CH:5]=[C:4]([CH3:16])[C:3]=1[C:17]1[CH:22]=[CH:21][CH:20]=[C:19]([CH2:23][O:24][C:25]2[CH:37]=[CH:36][C:28]3[C@H:29]([CH2:32][C:33]([OH:35])=[O:34])[CH2:30][O:31][C:27]=3[CH:26]=2)[CH:18]=1.CC(C)=O. Product: [OH2:8].[CH3:16][C:4]1[CH:5]=[C:6]([O:8][CH2:9][CH2:10][CH2:11][S:12]([CH3:15])(=[O:14])=[O:13])[CH:7]=[C:2]([CH3:1])[C:3]=1[C:17]1[CH:22]=[CH:21][CH:20]=[C:19]([CH2:23][O:24][C:25]2[CH:37]=[CH:36][C:28]3[C@H:29]([CH2:32][C:33]([OH:35])=[O:34])[CH2:30][O:31][C:27]=3[CH:26]=2)[CH:18]=1. The catalyst class is: 6.